Dataset: Forward reaction prediction with 1.9M reactions from USPTO patents (1976-2016). Task: Predict the product of the given reaction. (1) Given the reactants C([O:8][CH2:9][CH2:10][NH:11][C:12]1[N:17]=[C:16]([O:18][CH3:19])[C:15]([NH:20][C:21]([C:23]2[O:24][C:25]([O:28][C:29]3[CH:34]=[C:33]([Si:35]([CH3:38])([CH3:37])[CH3:36])[CH:32]=[CH:31][C:30]=3[CH3:39])=[CH:26][CH:27]=2)=[O:22])=[C:14]([O:40][CH3:41])[N:13]=1)C1C=CC=CC=1.[H][H], predict the reaction product. The product is: [OH:8][CH2:9][CH2:10][NH:11][C:12]1[N:13]=[C:14]([O:40][CH3:41])[C:15]([NH:20][C:21]([C:23]2[O:24][C:25]([O:28][C:29]3[CH:34]=[C:33]([Si:35]([CH3:38])([CH3:37])[CH3:36])[CH:32]=[CH:31][C:30]=3[CH3:39])=[CH:26][CH:27]=2)=[O:22])=[C:16]([O:18][CH3:19])[N:17]=1. (2) Given the reactants [Na].[NH:2]1[CH:6]=[N:5][CH:4]=[N:3]1.[OH2:7].C[N:9]1C[CH2:12][CH2:11][CH2:10]1, predict the reaction product. The product is: [N:2]1([C:10]2[CH2:11][CH2:12][O:7][N:9]=2)[CH:6]=[N:5][CH:4]=[N:3]1. (3) Given the reactants C([O:3][C:4]([C:6]1[N:7]=[CH:8][N:9]([C:11]2[CH:16]=[CH:15][CH:14]=[C:13]([C:17]3[C:18]([Cl:23])=[N:19][CH:20]=[CH:21][CH:22]=3)[CH:12]=2)[CH:10]=1)=[O:5])C.[OH-].[K+], predict the reaction product. The product is: [Cl:23][C:18]1[C:17]([C:13]2[CH:12]=[C:11]([N:9]3[CH:10]=[C:6]([C:4]([OH:5])=[O:3])[N:7]=[CH:8]3)[CH:16]=[CH:15][CH:14]=2)=[CH:22][CH:21]=[CH:20][N:19]=1. (4) Given the reactants [CH3:1][N:2]1[C:6]([C:7](=[O:21])[NH:8][CH2:9][CH2:10][C:11]2[N:15]([CH3:16])[C:14]3[CH:17]=[CH:18][CH:19]=[CH:20][C:13]=3[N:12]=2)=[C:5]([C:22](O)=[O:23])[N:4]=[C:3]1[CH3:25].[NH:26]1[CH2:31][CH2:30][O:29][CH2:28][CH2:27]1, predict the reaction product. The product is: [CH3:16][N:15]1[C:14]2[CH:17]=[CH:18][CH:19]=[CH:20][C:13]=2[N:12]=[C:11]1[CH2:10][CH2:9][NH:8][C:7]([C:6]1[N:2]([CH3:1])[C:3]([CH3:25])=[N:4][C:5]=1[C:22]([N:26]1[CH2:31][CH2:30][O:29][CH2:28][CH2:27]1)=[O:23])=[O:21]. (5) Given the reactants [CH2:1]([N:8]1[CH:13]2[CH:14]([OH:16])[CH2:15][CH:9]1[CH2:10][C:11](=[O:17])[CH2:12]2)[C:2]1[CH:7]=[CH:6][CH:5]=[CH:4][CH:3]=1.N1C=CN=C1.[CH3:23][C:24]([Si:27](Cl)([CH3:29])[CH3:28])([CH3:26])[CH3:25], predict the reaction product. The product is: [CH2:1]([N:8]1[CH:13]2[CH:14]([O:16][Si:27]([C:24]([CH3:26])([CH3:25])[CH3:23])([CH3:29])[CH3:28])[CH2:15][CH:9]1[CH2:10][C:11](=[O:17])[CH2:12]2)[C:2]1[CH:3]=[CH:4][CH:5]=[CH:6][CH:7]=1. (6) Given the reactants [F:1][C:2]1[C:10]([C:11]2[CH:16]=[CH:15][C:14]([C:17]3([CH2:20][OH:21])[CH2:19][CH2:18]3)=[CH:13][CH:12]=2)=[C:9]([F:22])[CH:8]=[C:7]2[C:3]=1[C:4]([CH:23]=[O:24])=[CH:5][NH:6]2.Cl([O-])=[O:26].[Na+].S([O-])([O-])(=O)=O.[Na+].[Na+], predict the reaction product. The product is: [F:1][C:2]1[C:10]([C:11]2[CH:12]=[CH:13][C:14]([C:17]3([CH2:20][OH:21])[CH2:18][CH2:19]3)=[CH:15][CH:16]=2)=[C:9]([F:22])[CH:8]=[C:7]2[C:3]=1[C:4]([C:23]([OH:26])=[O:24])=[CH:5][NH:6]2.